This data is from NCI-60 drug combinations with 297,098 pairs across 59 cell lines. The task is: Regression. Given two drug SMILES strings and cell line genomic features, predict the synergy score measuring deviation from expected non-interaction effect. (1) Drug 1: CN1CCC(CC1)COC2=C(C=C3C(=C2)N=CN=C3NC4=C(C=C(C=C4)Br)F)OC. Drug 2: CN(CCCl)CCCl.Cl. Cell line: DU-145. Synergy scores: CSS=12.7, Synergy_ZIP=-3.27, Synergy_Bliss=1.18, Synergy_Loewe=0.602, Synergy_HSA=1.52. (2) Drug 1: COC1=CC(=CC(=C1O)OC)C2C3C(COC3=O)C(C4=CC5=C(C=C24)OCO5)OC6C(C(C7C(O6)COC(O7)C8=CC=CS8)O)O. Drug 2: C1=CC=C(C(=C1)C(C2=CC=C(C=C2)Cl)C(Cl)Cl)Cl. Cell line: OVCAR3. Synergy scores: CSS=23.5, Synergy_ZIP=-4.47, Synergy_Bliss=4.28, Synergy_Loewe=-23.4, Synergy_HSA=3.66.